Dataset: Peptide-MHC class I binding affinity with 185,985 pairs from IEDB/IMGT. Task: Regression. Given a peptide amino acid sequence and an MHC pseudo amino acid sequence, predict their binding affinity value. This is MHC class I binding data. (1) The peptide sequence is DMLKLFTHDI. The MHC is HLA-A02:06 with pseudo-sequence HLA-A02:06. The binding affinity (normalized) is 0.261. (2) The MHC is HLA-A68:02 with pseudo-sequence HLA-A68:02. The peptide sequence is TLASIGTAF. The binding affinity (normalized) is 0.0847. (3) The peptide sequence is QLFIKDYRY. The MHC is HLA-B46:01 with pseudo-sequence HLA-B46:01. The binding affinity (normalized) is 0.0847. (4) The peptide sequence is TAFTIPST. The MHC is HLA-A23:01 with pseudo-sequence HLA-A23:01. The binding affinity (normalized) is 0.0406. (5) The peptide sequence is RYPLTLGW. The MHC is HLA-A02:01 with pseudo-sequence HLA-A02:01. The binding affinity (normalized) is 0.000951.